This data is from Catalyst prediction with 721,799 reactions and 888 catalyst types from USPTO. The task is: Predict which catalyst facilitates the given reaction. (1) Reactant: [OH:1][C:2]1[CH:30]=[CH:29][C:5]([CH2:6][C@H:7]2[C@H:15]3[C@@H:11]([N:12]([CH2:17][C:18]4[CH:23]=[CH:22][CH:21]=[C:20]([CH:24]([CH3:26])[CH3:25])[CH:19]=4)[C:13](=[O:16])[O:14]3)[CH2:10][S:9](=[O:28])(=[O:27])[CH2:8]2)=[CH:4][CH:3]=1.N1C(C)=CC=CC=1C.[F:39][C:40]([F:53])([F:52])[S:41](O[S:41]([C:40]([F:53])([F:52])[F:39])(=[O:43])=[O:42])(=[O:43])=[O:42].Cl. Product: [CH:24]([C:20]1[CH:19]=[C:18]([CH:23]=[CH:22][CH:21]=1)[CH2:17][N:12]1[C@@H:11]2[C@H:15]([C@H:7]([CH2:6][C:5]3[CH:29]=[CH:30][C:2]([O:1][S:41]([C:40]([F:53])([F:52])[F:39])(=[O:43])=[O:42])=[CH:3][CH:4]=3)[CH2:8][S:9](=[O:28])(=[O:27])[CH2:10]2)[O:14][C:13]1=[O:16])([CH3:26])[CH3:25]. The catalyst class is: 2. (2) Reactant: CC1(C)COB([C:8]2[CH:9]=[C:10]([C:14]3[CH:18]=[CH:17][N:16]([CH3:19])[N:15]=3)[CH:11]=[CH:12][CH:13]=2)OC1.Br[C:22]1[N:26]2[N:27]=[CH:28][C:29]([C:31]([F:34])([F:33])[F:32])=[N:30][C:25]2=[N:24][CH:23]=1.C(=O)([O-])[O-].[Na+].[Na+]. Product: [CH3:19][N:16]1[CH:17]=[CH:18][C:14]([C:10]2[CH:9]=[C:8]([C:22]3[N:26]4[N:27]=[CH:28][C:29]([C:31]([F:32])([F:33])[F:34])=[N:30][C:25]4=[N:24][CH:23]=3)[CH:13]=[CH:12][CH:11]=2)=[N:15]1. The catalyst class is: 176. (3) Reactant: [F:1][C:2]1[CH:7]=[C:6]([N+:8]([O-])=O)[C:5]([O:11][CH3:12])=[CH:4][C:3]=1[CH2:13][CH2:14][N:15]1[CH2:20][CH2:19][CH2:18][CH2:17][CH2:16]1. Product: [F:1][C:2]1[C:3]([CH2:13][CH2:14][N:15]2[CH2:20][CH2:19][CH2:18][CH2:17][CH2:16]2)=[CH:4][C:5]([O:11][CH3:12])=[C:6]([CH:7]=1)[NH2:8]. The catalyst class is: 25.